This data is from Full USPTO retrosynthesis dataset with 1.9M reactions from patents (1976-2016). The task is: Predict the reactants needed to synthesize the given product. (1) Given the product [NH2:26][C:22]1[O:10][C:5]2[CH:4]=[C:3]3[O:2][CH2:1][O:9][C:8]3=[CH:7][C:6]=2[CH:15]([C:14]2[CH:13]=[C:12]([F:11])[C:19]([F:20])=[C:18]([F:21])[CH:17]=2)[C:23]=1[C:24]#[N:25], predict the reactants needed to synthesize it. The reactants are: [CH2:1]1[O:9][C:8]2[CH:7]=[CH:6][C:5]([OH:10])=[CH:4][C:3]=2[O:2]1.[F:11][C:12]1[CH:13]=[C:14]([CH:17]=[C:18]([F:21])[C:19]=1[F:20])[CH:15]=O.[C:22](#[N:26])[CH2:23][C:24]#[N:25].N1CCCCC1. (2) Given the product [F:38][C:35]1[CH:36]=[CH:37][C:22]([NH:21][C:19](=[O:20])[C:18]2[CH:17]=[CH:16][C:15]([N:11]3[CH2:12][CH2:13][CH2:14][NH:8][CH2:9][CH2:10]3)=[CH:40][CH:39]=2)=[C:23]([CH:34]=1)[C:24]([NH:26][C:27]1[CH:32]=[CH:31][C:30]([Cl:33])=[CH:29][N:28]=1)=[O:25], predict the reactants needed to synthesize it. The reactants are: C(OC([N:8]1[CH2:14][CH2:13][CH2:12][N:11]([C:15]2[CH:40]=[CH:39][C:18]([C:19]([NH:21][C:22]3[CH:37]=[CH:36][C:35]([F:38])=[CH:34][C:23]=3[C:24]([NH:26][C:27]3[CH:32]=[CH:31][C:30]([Cl:33])=[CH:29][N:28]=3)=[O:25])=[O:20])=[CH:17][CH:16]=2)[CH2:10][CH2:9]1)=O)(C)(C)C.FC(F)(F)C(O)=O. (3) The reactants are: [OH-:1].[K+].[Na+].[NH2:4][C:5]1[CH:14]=[C:13]2[C:8]([CH:9]=[CH:10][C:11](S([O-])(=O)=O)=[CH:12]2)=[CH:7][CH:6]=1.Cl. Given the product [NH2:4][C:5]1[CH:14]=[C:13]2[C:8]([CH:9]=[CH:10][C:11]([OH:1])=[CH:12]2)=[CH:7][CH:6]=1, predict the reactants needed to synthesize it. (4) Given the product [Cl:32][C:33]1[CH:34]=[CH:35][C:36]([NH:44][C:48](=[O:58])[O:11][CH2:10][C@@H:9]([N:7]([CH3:8])[C:6]([NH:5][CH2:4][C:3]2[CH:27]=[CH:28][CH:29]=[C:30]([F:31])[C:2]=2[Cl:1])=[O:26])[CH2:12][CH2:13][CH2:14][N:15]2[C:23](=[O:24])[C:22]3[C:17](=[CH:18][CH:19]=[CH:20][CH:21]=3)[C:16]2=[O:25])=[N:37][CH:38]=1, predict the reactants needed to synthesize it. The reactants are: [Cl:1][C:2]1[C:30]([F:31])=[CH:29][CH:28]=[CH:27][C:3]=1[CH2:4][NH:5][C:6](=[O:26])[N:7]([C@@H:9]([CH2:12][CH2:13][CH2:14][N:15]1[C:23](=[O:24])[C:22]2[C:17](=[CH:18][CH:19]=[CH:20][CH:21]=2)[C:16]1=[O:25])[CH2:10][OH:11])[CH3:8].[Cl:32][C:33]1[CH:34]=[CH:35][C:36](C(O)=O)=[N:37][CH:38]=1.CC[N:44]([CH:48](C)C)C(C)C.C1C=CC(P(N=[N+]=[N-])(C2C=CC=CC=2)=[O:58])=CC=1. (5) Given the product [CH3:32][O:31][C:28]1[CH:27]=[CH:26][C:25]([CH2:24][N:8]2[CH:9]=[C:10]([C:11]3[N:12]=[C:13]([NH:16][C:17]4[N:22]=[C:21]([CH3:23])[CH:20]=[CH:19][N:18]=4)[S:14][CH:15]=3)[C:6]([C:3]3[CH2:2][N:1]([C:34]([O:36][CH3:37])=[O:35])[CH2:5][CH:4]=3)=[N:7]2)=[CH:30][CH:29]=1, predict the reactants needed to synthesize it. The reactants are: [NH:1]1[CH2:5][CH:4]=[C:3]([C:6]2[C:10]([C:11]3[N:12]=[C:13]([NH:16][C:17]4[N:22]=[C:21]([CH3:23])[CH:20]=[CH:19][N:18]=4)[S:14][CH:15]=3)=[CH:9][N:8]([CH2:24][C:25]3[CH:30]=[CH:29][C:28]([O:31][CH3:32])=[CH:27][CH:26]=3)[N:7]=2)[CH2:2]1.Cl[C:34]([O:36][CH3:37])=[O:35].CCN(CC)CC. (6) Given the product [C:1]([C:4]1[C:22](=[O:23])[C@@:8]2([CH3:24])[C:9]3[C:15]([OH:16])=[CH:14][C:13]([O:17][CH3:18])=[C:12]([C:19]([OH:27])=[O:20])[C:10]=3[O:11][C:7]2=[CH:6][C:5]=1[OH:25])(=[O:3])[CH3:2], predict the reactants needed to synthesize it. The reactants are: [C:1]([C:4]1[C:22](=[O:23])[C@@:8]2([CH3:24])[C:9]3[C:15]([OH:16])=[CH:14][C:13]([O:17][CH3:18])=[C:12]([C:19](N)=[O:20])[C:10]=3[O:11][C:7]2=[CH:6][C:5]=1[OH:25])(=[O:3])[CH3:2].N([O-])=[O:27].[Na+].